The task is: Predict the product of the given reaction.. This data is from Forward reaction prediction with 1.9M reactions from USPTO patents (1976-2016). (1) Given the reactants I[C:2]1[C:15]([O:16][CH3:17])=[CH:14][C:13]2[C@:12]34[CH2:18][CH2:19][N:20]([C:21]([O:23][CH2:24][C:25]5[CH:30]=[CH:29][CH:28]=[CH:27][CH:26]=5)=[O:22])[C@@H:6]([C@@H:7]3[CH2:8][CH2:9][CH2:10][CH2:11]4)[CH2:5][C:4]=2[CH:3]=1.C1O[CH2:44][CH2:43]OCCOCCOCCOC1.O, predict the reaction product. The product is: [N:20]1([C:2]2[C:15]([O:16][CH3:17])=[CH:14][C:13]3[C@:12]45[CH2:18][CH2:19][N:20]([C:21]([O:23][CH2:24][C:25]6[CH:30]=[CH:29][CH:28]=[CH:27][CH:26]=6)=[O:22])[C@@H:6]([C@@H:7]4[CH2:8][CH2:9][CH2:10][CH2:11]5)[CH2:5][C:4]=3[CH:3]=2)[CH2:44][CH2:43][CH2:11][CH2:12][CH2:18][CH2:19]1. (2) Given the reactants [CH3:1][C:2]1[S:6][C:5]([C:7]([OH:9])=[O:8])=[CH:4][CH:3]=1.[C:10](=O)([O-])[O-].[K+].[K+].CI.C(OCC)C, predict the reaction product. The product is: [CH3:1][C:2]1[S:6][C:5]([C:7]([O:9][CH3:10])=[O:8])=[CH:4][CH:3]=1. (3) Given the reactants Br[C:2]1[C:11]2[C:6](=[C:7]([C:12]([F:15])([F:14])[F:13])[CH:8]=[CH:9][CH:10]=2)[N:5]=[CH:4][C:3]=1[O:16][C:17]1[CH:22]=[CH:21][CH:20]=[CH:19][CH:18]=1.O(C1C=N[C:24]2[C:29](C=1O)=[CH:28][CH:27]=[CH:26][C:25]=2C(F)(F)F)[C:24]1[CH:29]=[CH:28][CH:27]=[CH:26][CH:25]=1, predict the reaction product. The product is: [O:16]([C:3]1[CH:4]=[N:5][C:6]2[C:11]([C:2]=1[C:24]1[CH:29]=[CH:28][CH:27]=[CH:26][CH:25]=1)=[CH:10][CH:9]=[CH:8][C:7]=2[C:12]([F:15])([F:14])[F:13])[C:17]1[CH:22]=[CH:21][CH:20]=[CH:19][CH:18]=1. (4) Given the reactants [Br:1][C:2]1[CH:3]=[CH:4][C:5](=[O:8])[NH:6][CH:7]=1.[H-].[Na+].Br[CH:12]([CH3:18])[C:13]([O:15][CH2:16][CH3:17])=[O:14], predict the reaction product. The product is: [Br:1][C:2]1[CH:3]=[CH:4][C:5](=[O:8])[N:6]([CH:12]([CH3:18])[C:13]([O:15][CH2:16][CH3:17])=[O:14])[CH:7]=1.